From a dataset of Peptide-MHC class I binding affinity with 185,985 pairs from IEDB/IMGT. Regression. Given a peptide amino acid sequence and an MHC pseudo amino acid sequence, predict their binding affinity value. This is MHC class I binding data. (1) The peptide sequence is NIISRTRLY. The MHC is HLA-A31:01 with pseudo-sequence HLA-A31:01. The binding affinity (normalized) is 0.235. (2) The peptide sequence is RTIMAVLFVV. The MHC is HLA-A02:01 with pseudo-sequence HLA-A02:01. The binding affinity (normalized) is 0.944.